From a dataset of Catalyst prediction with 721,799 reactions and 888 catalyst types from USPTO. Predict which catalyst facilitates the given reaction. (1) Reactant: C([O:3][C:4](=O)[CH2:5][NH:6][C:7]([CH3:10])([CH3:9])[CH3:8])C.[NH2:12][NH2:13]. Product: [C:7]([NH:6][CH2:5][C:4]([NH:12][NH2:13])=[O:3])([CH3:10])([CH3:9])[CH3:8]. The catalyst class is: 8. (2) Reactant: [CH2:1]([C:3]1[N:12]=[C:11]2[N:5]([CH2:6][CH2:7][C:8]3[CH:24]=[CH:23][CH:22]=[CH:21][C:9]=3[CH:10]2[O:13][CH:14]2[CH2:19][CH2:18][N:17]([CH3:20])[CH2:16][CH2:15]2)[CH:4]=1)[CH3:2].[C:25]([OH:30])(=[O:29])[C:26]([OH:28])=[O:27]. Product: [C:25]([OH:30])(=[O:29])[C:26]([OH:28])=[O:27].[CH2:1]([C:3]1[N:12]=[C:11]2[N:5]([CH2:6][CH2:7][C:8]3[CH:24]=[CH:23][CH:22]=[CH:21][C:9]=3[CH:10]2[O:13][CH:14]2[CH2:19][CH2:18][N:17]([CH3:20])[CH2:16][CH2:15]2)[CH:4]=1)[CH3:2]. The catalyst class is: 21. (3) Product: [F:21][C:22]([F:27])([F:26])[C:23]([O-:25])=[O:24].[CH3:19][S:16]([NH:15][C:12]1[CH:13]=[CH:14][C:9]([CH2:8][NH3+:7])=[CH:10][CH:11]=1)(=[O:18])=[O:17]. Reactant: C(OC(=O)[NH:7][CH2:8][C:9]1[CH:14]=[CH:13][C:12]([NH:15][S:16]([CH3:19])(=[O:18])=[O:17])=[CH:11][CH:10]=1)(C)(C)C.[F:21][C:22]([F:27])([F:26])[C:23]([OH:25])=[O:24]. The catalyst class is: 4. (4) Reactant: FC(F)(F)C(O)=O.[CH3:8][C:9]1([CH2:20][CH2:21][C:22]([O:24]C(C)(C)C)=[O:23])[O:13][C:12]2=[N:14][C:15]([N+:17]([O-:19])=[O:18])=[CH:16][N:11]2[CH2:10]1. Product: [CH3:8][C:9]1([CH2:20][CH2:21][C:22]([OH:24])=[O:23])[O:13][C:12]2=[N:14][C:15]([N+:17]([O-:19])=[O:18])=[CH:16][N:11]2[CH2:10]1. The catalyst class is: 2. (5) The catalyst class is: 27. Reactant: [Cl:1][C:2]1[N:7]=[CH:6][C:5]([N+:8]([O-:10])=[O:9])=[C:4](Cl)[N:3]=1.[NH2:12][C:13]1[CH:22]=[CH:21][CH:20]=[CH:19][C:14]=1[C:15]([NH:17][CH3:18])=[O:16].C(N(CC)C(C)C)(C)C. Product: [Cl:1][C:2]1[N:3]=[C:4]([NH:12][C:13]2[CH:22]=[CH:21][CH:20]=[CH:19][C:14]=2[C:15]([NH:17][CH3:18])=[O:16])[C:5]([N+:8]([O-:10])=[O:9])=[CH:6][N:7]=1. (6) Reactant: [Br:1][C:2]1[CH:7]=[CH:6][C:5]([C:8]2([CH3:11])[CH2:10][O:9]2)=[CH:4][CH:3]=1.[OH-].[Na+].[NH:14]1[CH:18]=[N:17][CH:16]=[N:15]1.[NH4+].[Cl-]. The catalyst class is: 37. Product: [Br:1][C:2]1[CH:7]=[CH:6][C:5]([C:8]([OH:9])([CH3:11])[CH2:10][N:14]2[CH:18]=[N:17][CH:16]=[N:15]2)=[CH:4][CH:3]=1. (7) Reactant: [CH3:1][C:2]1([NH2:15])[CH2:14][C:5]2=[CH:6][C:7]3[CH2:8]CC[CH2:11][C:12]=3[CH:13]=[C:4]2[CH2:3]1. Product: [CH3:1][C:2]1([NH2:15])[CH2:14][C:5]2[C:4](=[CH:13][C:12]([CH3:11])=[C:7]([CH3:8])[CH:6]=2)[CH2:3]1. The catalyst class is: 673.